Dataset: Reaction yield outcomes from USPTO patents with 853,638 reactions. Task: Predict the reaction yield, written as a fraction of the theoretical maximum amount of product (1.0 means a 100% yield; for example, 0.34 means a 34% yield). (1) The reactants are [C:1]([N:20]1[CH:24]=[C:23](/[CH:25]=[CH:26]\[CH:27]2[CH2:32][CH2:31][N:30]([C:33]([O:35][C:36]([CH3:39])([CH3:38])[CH3:37])=[O:34])[CH2:29][CH2:28]2)[N:22]=[CH:21]1)([C:14]1[CH:19]=[CH:18][CH:17]=[CH:16][CH:15]=1)([C:8]1[CH:13]=[CH:12][CH:11]=[CH:10][CH:9]=1)[C:2]1[CH:7]=[CH:6][CH:5]=[CH:4][CH:3]=1. The catalyst is CO.[Pt]=O. The product is [C:1]([N:20]1[CH:24]=[C:23]([CH2:25][CH2:26][CH:27]2[CH2:32][CH2:31][N:30]([C:33]([O:35][C:36]([CH3:39])([CH3:38])[CH3:37])=[O:34])[CH2:29][CH2:28]2)[N:22]=[CH:21]1)([C:14]1[CH:19]=[CH:18][CH:17]=[CH:16][CH:15]=1)([C:8]1[CH:9]=[CH:10][CH:11]=[CH:12][CH:13]=1)[C:2]1[CH:3]=[CH:4][CH:5]=[CH:6][CH:7]=1. The yield is 0.990. (2) The reactants are C(O[C:5]1[O:6][CH2:7][C:8](=[O:16])[C:9]=1[C:10]([O:12][CH:13]([CH3:15])[CH3:14])=[O:11])(C)C.C(OC(C)C)(=O)CC(OC(C)C)=O.ClCC(Cl)=O.[CH:35]1([NH2:38])[CH2:37][CH2:36]1.[NH:39]1[C:47]2[C:42](=[CH:43][CH:44]=[CH:45][N:46]=2)[C:41]([CH:48]=O)=[CH:40]1.N1CCCCC1. The catalyst is CC(O)C. The product is [NH:39]1[C:47]2=[N:46][CH:45]=[CH:44][CH:43]=[C:42]2[C:41]([CH:48]=[C:7]2[O:6][C:5]([NH:38][CH:35]3[CH2:37][CH2:36]3)=[C:9]([C:10]([O:12][CH:13]([CH3:14])[CH3:15])=[O:11])[C:8]2=[O:16])=[CH:40]1. The yield is 0.0100. (3) The reactants are [F:1][C:2]([F:22])([F:21])[S:3]([NH:6][C:7]1[CH:12]=[C:11]([N+:13]([O-])=O)[CH:10]=[C:9]([C:16]2[O:17][CH:18]=[CH:19][CH:20]=2)[CH:8]=1)(=[O:5])=[O:4].[CH3:23][O:24][C:25]1[N:30]=[C:29]([O:31][CH3:32])[C:28]([C:33]2[CH:42]=[C:41]3[C:36]([C:37](Cl)=[C:38]([C:43]([NH2:45])=[O:44])[CH:39]=[N:40]3)=[CH:35][CH:34]=2)=[CH:27][N:26]=1. The catalyst is C(O)(=O)C.[OH-].[OH-].[Pd+2]. The product is [CH3:23][O:24][C:25]1[N:30]=[C:29]([O:31][CH3:32])[C:28]([C:33]2[CH:42]=[C:41]3[C:36]([C:37]([NH:13][C:11]4[CH:12]=[C:7]([NH:6][S:3]([C:2]([F:22])([F:21])[F:1])(=[O:5])=[O:4])[CH:8]=[C:9]([C:16]5[O:17][CH:18]=[CH:19][CH:20]=5)[CH:10]=4)=[C:38]([C:43]([NH2:45])=[O:44])[CH:39]=[N:40]3)=[CH:35][CH:34]=2)=[CH:27][N:26]=1. The yield is 0.162. (4) The reactants are Cl[C:2]1[CH:11]=[C:10]([O:12][CH2:13][C:14]2[CH:19]=[CH:18][C:17]([O:20][CH3:21])=[CH:16][CH:15]=2)[C:9]2[C:4](=[C:5]([CH3:24])[C:6]([O:22][CH3:23])=[CH:7][CH:8]=2)[N:3]=1.[F:25][C:26]([F:33])([F:32])[C:27]1[CH:31]=[CH:30][NH:29][N:28]=1.ClC1C(OC)=CC=C2C=1N=C(N1C=CC(C(F)(F)F)=N1)C=C2OCC1C=CC(OC)=CC=1. No catalyst specified. The product is [CH3:23][O:22][C:6]1[C:5]([CH3:24])=[C:4]2[C:9]([C:10]([O:12][CH2:13][C:14]3[CH:19]=[CH:18][C:17]([O:20][CH3:21])=[CH:16][CH:15]=3)=[CH:11][C:2]([N:29]3[CH:30]=[CH:31][C:27]([C:26]([F:33])([F:32])[F:25])=[N:28]3)=[N:3]2)=[CH:8][CH:7]=1. The yield is 0.190. (5) The reactants are [O:1]=[C:2]1[C:7]([CH2:8][C:9]2[CH:14]=[CH:13][C:12]([C:15]3[C:16]([C:21]#[N:22])=[CH:17][CH:18]=[CH:19][CH:20]=3)=[CH:11][CH:10]=2)=[C:6]([CH2:23][CH2:24][CH3:25])[N:5]2[N:26]=[CH:27][N:28]=[C:4]2[N:3]1[CH:29]1[CH2:34][CH2:33][CH:32]([O:35][CH2:36][CH:37]=C)[CH2:31][CH2:30]1.I([O-])(=O)(=O)=[O:40].[Na+].CC(C)=O.C(#N)C. The catalyst is C(OCC)(=O)C.O.[Os]=O. The product is [OH:40][CH2:37][CH2:36][O:35][C@@H:32]1[CH2:33][CH2:34][C@H:29]([N:3]2[C:2](=[O:1])[C:7]([CH2:8][C:9]3[CH:14]=[CH:13][C:12]([C:15]4[C:16]([C:21]#[N:22])=[CH:17][CH:18]=[CH:19][CH:20]=4)=[CH:11][CH:10]=3)=[C:6]([CH2:23][CH2:24][CH3:25])[N:5]3[N:26]=[CH:27][N:28]=[C:4]23)[CH2:30][CH2:31]1. The yield is 0.260. (6) The reactants are [F:1][C:2]1[C:3]([N:11]2[CH2:15][C:14]([CH3:17])([CH3:16])[CH:13]([N:18]([CH3:20])[CH3:19])[CH2:12]2)=[N:4][C:5]([CH3:10])=[N:6][C:7]=1[NH:8][NH2:9].[CH:21]1([CH2:26][C@H:27]([CH2:31][N:32]([CH:41]=[O:42])[O:33][CH2:34][C:35]2[CH:40]=[CH:39][CH:38]=[CH:37][CH:36]=2)[C:28](O)=[O:29])[CH2:25][CH2:24][CH2:23][CH2:22]1.CN1CCOCC1.ON1C2N=CC=CC=2N=N1.C(Cl)CCl. The catalyst is CN(C=O)C. The product is [CH:21]1([CH2:26][C@@H:27]([C:28]([NH:9][NH:8][C:7]2[C:2]([F:1])=[C:3]([N:11]3[CH2:12][CH:13]([N:18]([CH3:20])[CH3:19])[C:14]([CH3:17])([CH3:16])[CH2:15]3)[N:4]=[C:5]([CH3:10])[N:6]=2)=[O:29])[CH2:31][N:32]([O:33][CH2:34][C:35]2[CH:40]=[CH:39][CH:38]=[CH:37][CH:36]=2)[CH:41]=[O:42])[CH2:25][CH2:24][CH2:23][CH2:22]1. The yield is 0.650.